Dataset: Catalyst prediction with 721,799 reactions and 888 catalyst types from USPTO. Task: Predict which catalyst facilitates the given reaction. (1) Reactant: [F:1][C:2]1[CH:3]=[C:4]([C:9]2[CH:10]=[C:11]([CH2:19]O)[CH:12]=[N:13][C:14]=2[O:15][CH2:16][CH2:17][CH3:18])[CH:5]=[CH:6][C:7]=1[F:8].ClCC1C=C(C2C=CC(F)=C(F)C=2)C(OCCC)=NC=1.[NH2:41][C:42]1[N:47]=[CH:46][C:45](B(O)O)=[CH:44][N:43]=1. Product: [F:1][C:2]1[CH:3]=[C:4]([C:9]2[CH:10]=[C:11]([CH2:19][C:45]3[CH:44]=[N:43][C:42]([NH2:41])=[N:47][CH:46]=3)[CH:12]=[N:13][C:14]=2[O:15][CH2:16][CH2:17][CH3:18])[CH:5]=[CH:6][C:7]=1[F:8]. The catalyst class is: 140. (2) Reactant: [CH2:1]([N:8]([CH2:31][C:32]1[CH:37]=[CH:36][CH:35]=[CH:34][CH:33]=1)[C:9]1[N:17]=[C:16]([CH2:18][CH2:19][C:20]2([CH3:28])[O:25][CH2:24][C:23]([CH3:27])([CH3:26])[CH2:22][O:21]2)[N:15]=[C:14]2[C:10]=1[N:11]=[C:12](Br)[N:13]2[CH3:29])[C:2]1[CH:7]=[CH:6][CH:5]=[CH:4][CH:3]=1.C([O-])([O-])=O.[K+].[K+].[NH:44]1[CH:48]=[CH:47][N:46]=[N:45]1. Product: [CH2:1]([N:8]([CH2:31][C:32]1[CH:37]=[CH:36][CH:35]=[CH:34][CH:33]=1)[C:9]1[N:17]=[C:16]([CH2:18][CH2:19][C:20]2([CH3:28])[O:25][CH2:24][C:23]([CH3:27])([CH3:26])[CH2:22][O:21]2)[N:15]=[C:14]2[C:10]=1[N:11]=[C:12]([N:45]1[N:46]=[CH:47][CH:48]=[N:44]1)[N:13]2[CH3:29])[C:2]1[CH:7]=[CH:6][CH:5]=[CH:4][CH:3]=1. The catalyst class is: 3. (3) The catalyst class is: 9. Product: [Cl:18][C:19]1[CH:20]=[C:21]2[C:25](=[CH:26][CH:27]=1)[NH:24][C:23]([S:28]([N:31]1[CH2:36][CH2:35][N:34]([C:15]([CH:12]3[CH2:11][CH2:10][N:9]([C:4]4[CH:5]=[CH:6][C:7](=[O:8])[N:2]([CH3:1])[N:3]=4)[CH2:14][CH2:13]3)=[O:17])[CH2:33][CH2:32]1)(=[O:30])=[O:29])=[CH:22]2. Reactant: [CH3:1][N:2]1[C:7](=[O:8])[CH:6]=[CH:5][C:4]([N:9]2[CH2:14][CH2:13][CH:12]([C:15]([OH:17])=O)[CH2:11][CH2:10]2)=[N:3]1.[Cl:18][C:19]1[CH:20]=[C:21]2[C:25](=[CH:26][CH:27]=1)[NH:24][C:23]([S:28]([N:31]1[CH2:36][CH2:35][NH:34][CH2:33][CH2:32]1)(=[O:30])=[O:29])=[CH:22]2.[B-](F)(F)(F)F.CN(C(ON1N=NC2C1=CC=CC=2)=[N+](C)C)C. (4) Reactant: [C:1]([O:5][C:6]([NH:8][CH2:9][C:10]1[S:11][CH:12]=[C:13]([C:15]([NH:17][C:18]([CH3:24])([CH3:23])[C:19]([O:21]C)=[O:20])=[O:16])[N:14]=1)=[O:7])([CH3:4])([CH3:3])[CH3:2].O.[OH-].[Li+]. Product: [C:1]([O:5][C:6]([NH:8][CH2:9][C:10]1[S:11][CH:12]=[C:13]([C:15]([NH:17][C:18]([CH3:24])([CH3:23])[C:19]([OH:21])=[O:20])=[O:16])[N:14]=1)=[O:7])([CH3:4])([CH3:2])[CH3:3]. The catalyst class is: 24.